This data is from Merck oncology drug combination screen with 23,052 pairs across 39 cell lines. The task is: Regression. Given two drug SMILES strings and cell line genomic features, predict the synergy score measuring deviation from expected non-interaction effect. (1) Drug 1: O=S1(=O)NC2(CN1CC(F)(F)F)C1CCC2Cc2cc(C=CCN3CCC(C(F)(F)F)CC3)ccc2C1. Drug 2: CC(C)CC(NC(=O)C(Cc1ccccc1)NC(=O)c1cnccn1)B(O)O. Cell line: LOVO. Synergy scores: synergy=11.3. (2) Drug 1: O=P1(N(CCCl)CCCl)NCCCO1. Drug 2: O=C(CCCCCCC(=O)Nc1ccccc1)NO. Cell line: OCUBM. Synergy scores: synergy=0.610.